This data is from Forward reaction prediction with 1.9M reactions from USPTO patents (1976-2016). The task is: Predict the product of the given reaction. (1) Given the reactants [CH:1]1([NH:4][C:5](=[O:25])[C:6]2[CH:11]=[CH:10][C:9]([CH3:12])=[C:8]([N:13]3[C:22](=[O:23])[C:21]4[C:16](=[CH:17][CH:18]=[C:19]([OH:24])[CH:20]=4)[N:15]=[CH:14]3)[CH:7]=2)[CH2:3][CH2:2]1.Cl.[CH3:27][N:28]([CH3:32])[CH2:29][CH2:30]Cl.C(=O)([O-])[O-].[K+].[K+].[I-].[Na+], predict the reaction product. The product is: [CH:1]1([NH:4][C:5](=[O:25])[C:6]2[CH:11]=[CH:10][C:9]([CH3:12])=[C:8]([N:13]3[C:22](=[O:23])[C:21]4[C:16](=[CH:17][CH:18]=[C:19]([O:24][CH2:30][CH2:29][N:28]([CH3:32])[CH3:27])[CH:20]=4)[N:15]=[CH:14]3)[CH:7]=2)[CH2:3][CH2:2]1. (2) Given the reactants Br[C:2]1[NH:6][C:5]2[CH:7]=[CH:8][C:9]([Br:11])=[CH:10][C:4]=2[N:3]=1.[NH:12]1[CH2:16][CH2:15][CH2:14][CH2:13]1, predict the reaction product. The product is: [Br:11][C:9]1[CH:8]=[CH:7][C:5]2[NH:6][C:2]([N:12]3[CH2:16][CH2:15][CH2:14][CH2:13]3)=[N:3][C:4]=2[CH:10]=1. (3) Given the reactants Cl[C:2]([O:4][C:5]1[CH:10]=[CH:9][CH:8]=[CH:7][C:6]=1[O:11][CH3:12])=[O:3].[CH2:13]([CH:16]1[CH2:21][CH2:20][N:19](C(OC(C)(C)C)=O)[CH2:18][CH2:17]1)[C:14]#[CH:15], predict the reaction product. The product is: [CH2:13]([CH:16]1[CH2:21][CH2:20][N:19]([C:2]([O:4][C:5]2[CH:10]=[CH:9][CH:8]=[CH:7][C:6]=2[O:11][CH3:12])=[O:3])[CH2:18][CH2:17]1)[C:14]#[CH:15]. (4) Given the reactants [Br:1][C:2]1[CH:7]=[C:6]([N:8](S(C)(=O)=O)[S:9]([CH3:12])(=[O:11])=[O:10])[C:5]([I:17])=[CH:4][N:3]=1.C1COCC1.[OH-].[Na+], predict the reaction product. The product is: [Br:1][C:2]1[CH:7]=[C:6]([NH:8][S:9]([CH3:12])(=[O:11])=[O:10])[C:5]([I:17])=[CH:4][N:3]=1. (5) The product is: [CH3:2][C:1]1[N:4]([NH:5][C:6](=[O:8])[CH3:7])[CH:15]=[C:16]([C:18]2[CH:19]=[N:20][N:21]([CH3:30])[C:22]=2[C:23]2[CH:28]=[CH:27][C:26]([CH3:29])=[CH:25][CH:24]=2)[N:3]=1. Given the reactants [C:1]([NH:4][NH:5][C:6](=[O:8])[CH3:7])(=[NH:3])[CH3:2].C(=O)(O)[O-].[Na+].Br[CH2:15][C:16]([C:18]1[CH:19]=[N:20][N:21]([CH3:30])[C:22]=1[C:23]1[CH:28]=[CH:27][C:26]([CH3:29])=[CH:25][CH:24]=1)=O, predict the reaction product.